From a dataset of Reaction yield outcomes from USPTO patents with 853,638 reactions. Predict the reaction yield, written as a fraction of the theoretical maximum amount of product (1.0 means a 100% yield; for example, 0.34 means a 34% yield). (1) The product is [N+:4]([C:7]1[CH:8]=[CH:9][C:10]2[O:15][CH2:14][CH2:13][NH:12][C:11]=2[CH:17]=1)([O-:6])=[O:5]. The yield is 0.890. The catalyst is C1COCC1. The reactants are S(C)C.[N+:4]([C:7]1[CH:8]=[CH:9][C:10]2[O:15][CH2:14][C:13](=O)[NH:12][C:11]=2[CH:17]=1)([O-:6])=[O:5]. (2) The reactants are C([O:4][CH2:5][C:6]1[CH:7]=[C:8]2[CH:14]=[CH:13][O:12][C:9]2=[CH:10][N:11]=1)(=O)C.C([O-])(O)=O.[Na+].[Br:20]Br.C([O-])([O-])=O.[K+].[K+]. The catalyst is C(Cl)Cl. The product is [Br:20][C:14]1[C:8]2[C:9](=[CH:10][N:11]=[C:6]([CH2:5][OH:4])[CH:7]=2)[O:12][CH:13]=1. The yield is 0.810. (3) The reactants are Cl[CH:2]([C:7]1[CH:12]=[C:11]([CH2:13][O:14][Si:15]([C:18]([CH3:21])([CH3:20])[CH3:19])([CH3:17])[CH3:16])[CH:10]=[CH:9][C:8]=1[C:22]1[CH:27]=[C:26]([O:28][CH3:29])[CH:25]=[CH:24][C:23]=1[F:30])[C:3]([CH3:6])([CH3:5])[CH3:4].CC(N=NC(C#N)(C)C)(C#N)C.C([SnH](CCCC)CCCC)CCC. The catalyst is C1(C)C=CC=CC=1. The product is [CH3:21][C:18]([Si:15]([O:14][CH2:13][C:11]1[CH:10]=[CH:9][C:8]([C:22]2[CH:27]=[C:26]([O:28][CH3:29])[CH:25]=[CH:24][C:23]=2[F:30])=[C:7]([CH2:2][C:3]([CH3:6])([CH3:5])[CH3:4])[CH:12]=1)([CH3:16])[CH3:17])([CH3:19])[CH3:20]. The yield is 0.940. (4) The reactants are [CH3:1][O:2][C:3](=[O:12])[C:4]1[CH:9]=[C:8](I)[CH:7]=[C:6]([Br:11])[CH:5]=1.B1([C:19]2[CH:24]=[CH:23][CH:22]=[N:21][CH:20]=2)OCCCO1.C(=O)([O-])[O-].[K+].[K+]. The catalyst is C1(C)C=CC=CC=1. The product is [CH3:1][O:2][C:3](=[O:12])[C:4]1[CH:9]=[C:8]([C:19]2[CH:20]=[N:21][CH:22]=[CH:23][CH:24]=2)[CH:7]=[C:6]([Br:11])[CH:5]=1. The yield is 0.670. (5) The reactants are [Br:1][C:2]1[CH:11]=[C:10]2[C:5]([C:6](=[O:12])[CH2:7][CH2:8][O:9]2)=[CH:4][CH:3]=1.[Si]([C:17]#[N:18])(C)(C)C.[H-].[H-].[H-].[H-].[Li+].[Al+3]. The catalyst is C1(C)C=CC=CC=1.[Zn+2].[I-].[I-]. The product is [NH2:18][CH2:17][C:6]1([OH:12])[C:5]2[CH:4]=[CH:3][C:2]([Br:1])=[CH:11][C:10]=2[O:9][CH2:8][CH2:7]1. The yield is 0.790. (6) The reactants are [Cl:1][C:2]1[CH:23]=[CH:22][C:5]([CH:6]([N:13]2[CH2:18][CH2:17][N:16]([CH2:19][CH2:20][NH2:21])[CH2:15][CH2:14]2)[C:7]2[CH:12]=[CH:11][CH:10]=[CH:9][CH:8]=2)=[CH:4][CH:3]=1.[C:24]([N:28]1[C:32]([C:33]2[CH:38]=[CH:37][C:36]([CH3:39])=[CH:35][CH:34]=2)=[CH:31][C:30]([CH:40]=O)=[N:29]1)([CH3:27])([CH3:26])[CH3:25]. No catalyst specified. The product is [C:24]([N:28]1[C:32]([C:33]2[CH:34]=[CH:35][C:36]([CH3:39])=[CH:37][CH:38]=2)=[CH:31][C:30]([CH2:40][NH:21][CH2:20][CH2:19][N:16]2[CH2:15][CH2:14][N:13]([CH:6]([C:7]3[CH:8]=[CH:9][CH:10]=[CH:11][CH:12]=3)[C:5]3[CH:4]=[CH:3][C:2]([Cl:1])=[CH:23][CH:22]=3)[CH2:18][CH2:17]2)=[N:29]1)([CH3:27])([CH3:26])[CH3:25]. The yield is 0.410. (7) The reactants are [NH:1]1[CH2:6][CH2:5][CH:4]([C:7]([OH:9])=[O:8])[CH2:3][CH2:2]1.[OH-].[Na+].Cl[C:13]([O:15][CH2:16][C:17]1[CH:22]=[CH:21][CH:20]=[CH:19][CH:18]=1)=[O:14].Cl. The catalyst is O1CCOCC1. The product is [CH2:16]([O:15][C:13]([N:1]1[CH2:6][CH2:5][CH:4]([C:7]([OH:9])=[O:8])[CH2:3][CH2:2]1)=[O:14])[C:17]1[CH:22]=[CH:21][CH:20]=[CH:19][CH:18]=1. The yield is 1.00. (8) The reactants are [C:1]([O:5][C:6]([NH:8][C@H:9]1[CH2:14][CH2:13][CH2:12][N:11]([C:15]2[C:24]([N+:25]([O-])=O)=[CH:23][N:22]=[C:21]3[C:16]=2[CH2:17][CH2:18][CH2:19][N:20]3[C:28]([O:30][C:31]([CH3:34])([CH3:33])[CH3:32])=[O:29])[CH2:10]1)=[O:7])([CH3:4])([CH3:3])[CH3:2].CC(O)=O. The catalyst is [Fe].O. The product is [NH2:25][C:24]1[C:15]([N:11]2[CH2:12][CH2:13][CH2:14][C@H:9]([NH:8][C:6]([O:5][C:1]([CH3:4])([CH3:3])[CH3:2])=[O:7])[CH2:10]2)=[C:16]2[C:21](=[N:22][CH:23]=1)[N:20]([C:28]([O:30][C:31]([CH3:33])([CH3:34])[CH3:32])=[O:29])[CH2:19][CH2:18][CH2:17]2. The yield is 0.900.